Dataset: Reaction yield outcomes from USPTO patents with 853,638 reactions. Task: Predict the reaction yield, written as a fraction of the theoretical maximum amount of product (1.0 means a 100% yield; for example, 0.34 means a 34% yield). (1) The reactants are [CH2:1]([N:3]([CH2:37][CH3:38])[CH2:4][CH2:5][CH2:6][NH:7][C:8]1[N:9]=[C:10]([C:27]2[CH:28]=[C:29]([CH:33]=[CH:34][C:35]=2[CH3:36])[C:30]([OH:32])=O)[C:11]2[CH:17]=[CH:16][C:15](=[O:18])[N:14]([C:19]3[C:24]([F:25])=[CH:23][CH:22]=[CH:21][C:20]=3[F:26])[C:12]=2[N:13]=1)[CH3:2].CN(C(O[N:47]1N=N[C:49]2[CH:50]=CC=C[C:48]1=2)=[N+](C)C)C.F[P-](F)(F)(F)(F)F.C(N)CC. The catalyst is C1COCC1. The product is [CH2:1]([N:3]([CH2:37][CH3:38])[CH2:4][CH2:5][CH2:6][NH:7][C:8]1[N:9]=[C:10]([C:27]2[CH:28]=[C:29]([CH:33]=[CH:34][C:35]=2[CH3:36])[C:30]([NH:47][CH2:48][CH2:49][CH3:50])=[O:32])[C:11]2[CH:17]=[CH:16][C:15](=[O:18])[N:14]([C:19]3[C:24]([F:25])=[CH:23][CH:22]=[CH:21][C:20]=3[F:26])[C:12]=2[N:13]=1)[CH3:2]. The yield is 0.370. (2) The reactants are Br[C:2]1[C:6]2=[N:7][CH:8]=[CH:9][CH:10]=[C:5]2[S:4][C:3]=1[C:11]1[N:15]2[N:16]=[C:17]([CH3:25])[CH:18]=[C:19]([CH:20]([CH2:23][CH3:24])[CH2:21][CH3:22])[C:14]2=[N:13][C:12]=1[CH3:26].[CH3:27][O-:28].[Na+]. The catalyst is [Cu]I.CO. The product is [CH2:21]([CH:20]([C:19]1[C:14]2[N:15]([C:11]([C:3]3[S:4][C:5]4[C:6](=[N:7][CH:8]=[CH:9][CH:10]=4)[C:2]=3[O:28][CH3:27])=[C:12]([CH3:26])[N:13]=2)[N:16]=[C:17]([CH3:25])[CH:18]=1)[CH2:23][CH3:24])[CH3:22]. The yield is 0.450. (3) The reactants are [Br:1][C:2]1[C:6]2[CH2:7][N:8]([C:11]([O:13][C:14]([CH3:17])([CH3:16])[CH3:15])=[O:12])[CH2:9][CH2:10][C:5]=2[NH:4][N:3]=1.[H-].[Na+].[CH3:20]I. The catalyst is C1COCC1. The product is [Br:1][C:2]1[C:6]2[CH2:7][N:8]([C:11]([O:13][C:14]([CH3:17])([CH3:16])[CH3:15])=[O:12])[CH2:9][CH2:10][C:5]=2[N:4]([CH3:20])[N:3]=1. The yield is 0.480. (4) The reactants are [CH:1](O)=[O:2].N1C=CN=C1.C(N(CC)CC)C.C(Cl)(=O)C(Cl)=O.Cl.[CH2:23]([O:25][C:26](=[O:48])[C@@H:27]([O:45][CH2:46][CH3:47])[CH2:28][C:29]1[CH:34]=[CH:33][C:32]([O:35][CH2:36][CH2:37][C:38]2[CH:43]=[CH:42][C:41]([NH2:44])=[CH:40][CH:39]=2)=[CH:31][CH:30]=1)[CH3:24]. The catalyst is ClCCl.C(OCC)(=O)C.CCCCCCC.O. The product is [CH2:23]([O:25][C:26](=[O:48])[C@@H:27]([O:45][CH2:46][CH3:47])[CH2:28][C:29]1[CH:34]=[CH:33][C:32]([O:35][CH2:36][CH2:37][C:38]2[CH:39]=[CH:40][C:41]([NH:44][CH:1]=[O:2])=[CH:42][CH:43]=2)=[CH:31][CH:30]=1)[CH3:24]. The yield is 0.470. (5) The reactants are Br[C:2]1[CH:3]=[C:4]2[C:9](=[CH:10][CH:11]=1)[N:8]([C:12]1[C:16]3[CH2:17][N:18]([C:21](=[O:23])[CH3:22])[CH2:19][CH2:20][C:15]=3[N:14]([CH:24]3[CH2:27][O:26][CH2:25]3)[N:13]=1)[CH2:7][CH2:6][CH2:5]2.[CH3:28][C:29]1[CH:34]=[CH:33][C:32](B2OC(C)(C)C(C)(C)O2)=[CH:31][N:30]=1.C([O-])([O-])=O.[Na+].[Na+].ClCCl. The catalyst is O1CCOCC1.O.C1C=CC(P(C2C=CC=CC=2)[C-]2C=CC=C2)=CC=1.C1C=CC(P(C2C=CC=CC=2)[C-]2C=CC=C2)=CC=1.Cl[Pd]Cl.[Fe+2]. The product is [CH3:28][C:29]1[N:30]=[CH:31][C:32]([C:2]2[CH:3]=[C:4]3[C:9](=[CH:10][CH:11]=2)[N:8]([C:12]2[C:16]4[CH2:17][N:18]([C:21](=[O:23])[CH3:22])[CH2:19][CH2:20][C:15]=4[N:14]([CH:24]4[CH2:25][O:26][CH2:27]4)[N:13]=2)[CH2:7][CH2:6][CH2:5]3)=[CH:33][CH:34]=1. The yield is 0.360. (6) The reactants are [NH2:1][C:2]1[N:10]=[C:9]([NH:11][CH2:12][CH2:13][CH2:14][CH3:15])[N:8]=[C:7]2[C:3]=1[N:4]=[CH:5][N:6]2[CH2:16][C:17]1[CH:18]=[C:19]([CH2:23][P:24]([CH3:29])(=[O:28])[O:25][CH2:26][CH3:27])[CH:20]=[CH:21][CH:22]=1.[Br:30]Br. The catalyst is C(Cl)(Cl)Cl. The product is [NH2:1][C:2]1[N:10]=[C:9]([NH:11][CH2:12][CH2:13][CH2:14][CH3:15])[N:8]=[C:7]2[C:3]=1[N:4]=[C:5]([Br:30])[N:6]2[CH2:16][C:17]1[CH:18]=[C:19]([CH2:23][P:24]([CH3:29])(=[O:28])[O:25][CH2:26][CH3:27])[CH:20]=[CH:21][CH:22]=1. The yield is 0.630.